Dataset: Peptide-MHC class II binding affinity with 134,281 pairs from IEDB. Task: Regression. Given a peptide amino acid sequence and an MHC pseudo amino acid sequence, predict their binding affinity value. This is MHC class II binding data. (1) The peptide sequence is CQFLKVEKSQLLNEF. The MHC is DRB1_1302 with pseudo-sequence DRB1_1302. The binding affinity (normalized) is 0.696. (2) The peptide sequence is TVPRTKYTATISGLK. The MHC is DRB1_0901 with pseudo-sequence DRB1_0901. The binding affinity (normalized) is 0.367. (3) The peptide sequence is SNGVLESDMIIPKSL. The MHC is DRB1_1501 with pseudo-sequence DRB1_1501. The binding affinity (normalized) is 0.211. (4) The peptide sequence is EVTMLYVVASPDLMT. The MHC is HLA-DQA10501-DQB10301 with pseudo-sequence HLA-DQA10501-DQB10301. The binding affinity (normalized) is 0.442. (5) The peptide sequence is EAAAIFMTATPPGTA. The MHC is DRB1_0101 with pseudo-sequence DRB1_0101. The binding affinity (normalized) is 0.695. (6) The peptide sequence is FQTMPGTFQTTTGEI. The MHC is DRB1_0301 with pseudo-sequence DRB1_0301. The binding affinity (normalized) is 0.103. (7) The peptide sequence is ERTVRVLDTVEKWLA. The MHC is DRB1_0404 with pseudo-sequence DRB1_0404. The binding affinity (normalized) is 0.529. (8) The peptide sequence is CGYKDVDKPPFDGMT. The MHC is HLA-DQA10501-DQB10301 with pseudo-sequence HLA-DQA10501-DQB10301. The binding affinity (normalized) is 0.397.